Dataset: Full USPTO retrosynthesis dataset with 1.9M reactions from patents (1976-2016). Task: Predict the reactants needed to synthesize the given product. (1) Given the product [CH2:36]([N:22]1[CH2:23][CH2:24][CH:19]([N:18]([CH3:25])[C:17]2[NH:16][C:15]3[C:10](=[CH:11][CH:12]=[C:13]([C:26]([O:28][CH3:29])=[O:27])[CH:14]=3)[NH:9][C:8]=2[C:5]2[CH:6]=[CH:7][C:2]([F:1])=[CH:3][CH:4]=2)[CH2:20][CH2:21]1)[CH3:37], predict the reactants needed to synthesize it. The reactants are: [F:1][C:2]1[CH:7]=[CH:6][C:5]([C:8]2[C:17]([N:18]([CH3:25])[CH:19]3[CH2:24][CH2:23][NH:22][CH2:21][CH2:20]3)=[N:16][C:15]3[C:10](=[CH:11][CH:12]=[C:13]([C:26]([O:28][CH3:29])=[O:27])[CH:14]=3)[N:9]=2)=[CH:4][CH:3]=1.C(=O)([O-])[O-].[K+].[K+].[CH3:36][CH2:37]I. (2) The reactants are: [OH:1][CH:2]([CH2:11][CH2:12][CH2:13][CH2:14][CH3:15])[CH2:3][CH2:4][CH2:5][C:6]([O:8][CH2:9][CH3:10])=[O:7].[C:16](OC(=O)C)(=[O:18])C.C(O)=O.C(O)C.Cl. Given the product [CH:16]([O:1][CH:2]([CH2:11][CH2:12][CH2:13][CH2:14][CH3:15])[CH2:3][CH2:4][CH2:5][C:6]([O:8][CH2:9][CH3:10])=[O:7])=[O:18], predict the reactants needed to synthesize it.